From a dataset of Reaction yield outcomes from USPTO patents with 853,638 reactions. Predict the reaction yield, written as a fraction of the theoretical maximum amount of product (1.0 means a 100% yield; for example, 0.34 means a 34% yield). (1) The reactants are [C:1]1([N:7]2[C:17]3[C:12](=[CH:13][CH:14]=[CH:15][CH:16]=3)[C:10](=O)[C:8]2=[O:9])[CH:6]=[CH:5][CH:4]=[CH:3][CH:2]=1.[NH2:18][C:19]1[CH:20]=[CH:21][C:22]([Cl:25])=[N:23][CH:24]=1. No catalyst specified. The product is [Cl:25][C:22]1[N:23]=[CH:24][C:19]([N:18]=[C:10]2[C:12]3[C:17](=[CH:16][CH:15]=[CH:14][CH:13]=3)[N:7]([C:1]3[CH:6]=[CH:5][CH:4]=[CH:3][CH:2]=3)[C:8]2=[O:9])=[CH:20][CH:21]=1. The yield is 0.590. (2) The reactants are F[C:2]1[CH:3]=[C:4]([C:11]2[CH:16]=[CH:15][C:14]([NH2:17])=[C:13]([N+:18]([O-:20])=[O:19])[CH:12]=2)[CH:5]=[CH:6][C:7]=1[N+:8]([O-:10])=[O:9].C([O-])([O-])=O.[K+].[K+].[CH3:27][NH2:28]. The catalyst is C(Cl)Cl. The product is [CH3:27][NH:28][C:2]1[CH:3]=[C:4]([C:11]2[CH:16]=[CH:15][C:14]([NH2:17])=[C:13]([N+:18]([O-:20])=[O:19])[CH:12]=2)[CH:5]=[CH:6][C:7]=1[N+:8]([O-:10])=[O:9]. The yield is 1.00. (3) The reactants are [C:1]([C:3]1[C:12](I)=[CH:11][C:6]([C:7]([O:9][CH3:10])=[O:8])=[C:5]([C:14]([F:17])([F:16])[F:15])[CH:4]=1)#[N:2].CC1(C)C2C(=C(P(C3C=CC=CC=3)C3C=CC=CC=3)C=CC=2)OC2C(P(C3C=CC=CC=3)C3C=CC=CC=3)=CC=CC1=2.C(=O)([O-])[O-].[Cs+].[Cs+].[C@H:66]([NH2:70])([CH2:68][CH3:69])[CH3:67]. The catalyst is O1CCOCC1.C1C=CC(/C=C/C(/C=C/C2C=CC=CC=2)=O)=CC=1.C1C=CC(/C=C/C(/C=C/C2C=CC=CC=2)=O)=CC=1.C1C=CC(/C=C/C(/C=C/C2C=CC=CC=2)=O)=CC=1.[Pd].[Pd]. The product is [C@H:66]([NH:70][C:12]1[C:3]([C:1]#[N:2])=[CH:4][C:5]([C:14]([F:17])([F:16])[F:15])=[C:6]([CH:11]=1)[C:7]([O:9][CH3:10])=[O:8])([CH2:68][CH3:69])[CH3:67]. The yield is 0.310. (4) The reactants are [NH2:1][C@H:2]1[C:11]2[C:6](=[CH:7][CH:8]=[CH:9][CH:10]=2)[N:5]([C:12](=[O:14])[CH3:13])[C@@H:4]([CH3:15])[C@@H:3]1[CH3:16].CN(C1C(C2C(P(C3CCCCC3)C3CCCCC3)=CC=CC=2)=CC=CC=1)C.CC(C)([O-])C.[Na+].Br[C:52]1[CH:57]=[CH:56][CH:55]=[C:54]([O:58][CH3:59])[N:53]=1. The catalyst is C1C=CC(/C=C/C(/C=C/C2C=CC=CC=2)=O)=CC=1.C1C=CC(/C=C/C(/C=C/C2C=CC=CC=2)=O)=CC=1.C1C=CC(/C=C/C(/C=C/C2C=CC=CC=2)=O)=CC=1.[Pd].[Pd].O1CCOCC1. The product is [CH3:59][O:58][C:54]1[N:53]=[C:52]([NH:1][C@H:2]2[C:11]3[C:6](=[CH:7][CH:8]=[CH:9][CH:10]=3)[N:5]([C:12](=[O:14])[CH3:13])[C@@H:4]([CH3:15])[C@@H:3]2[CH3:16])[CH:57]=[CH:56][CH:55]=1. The yield is 0.294. (5) The reactants are [CH3:1][NH:2][C:3]1[C:8]([CH2:9][OH:10])=[CH:7][N:6]=[C:5]([S:11][CH3:12])[N:4]=1. The catalyst is C(Cl)Cl.[O-2].[O-2].[Mn+4]. The product is [CH3:1][NH:2][C:3]1[C:8]([CH:9]=[O:10])=[CH:7][N:6]=[C:5]([S:11][CH3:12])[N:4]=1. The yield is 0.910. (6) The reactants are [F:1][C:2]1[CH:3]=[C:4]([OH:11])[CH:5]=[CH:6][C:7]=1[N+:8]([O-])=O.O1CCCC1. The catalyst is C(O)C.[C].[Pd]. The product is [NH2:8][C:7]1[CH:6]=[CH:5][C:4]([OH:11])=[CH:3][C:2]=1[F:1]. The yield is 1.00. (7) The reactants are C(O[C:6](=[O:28])[NH:7][C@@H:8]([CH2:21][C:22]1[CH:27]=[CH:26][CH:25]=[CH:24][CH:23]=1)[CH:9]([C:11](=[O:20])[NH:12][CH2:13][C:14]1[CH:19]=[CH:18][CH:17]=[CH:16][CH:15]=1)[OH:10])(C)(C)C.FC(F)(F)C(O)=O.C(N(CC)C(C)C)(C)C.[CH2:45]1[C:53]2[C:48](=[CH:49][CH:50]=[CH:51][CH:52]=2)[CH2:47][CH:46]1[C:54]([NH:56][C@@H:57]([CH3:74])[C:58]([NH:60][C@@H:61]([CH2:65][C:66]1[CH:71]=[CH:70][C:69]([O:72][CH3:73])=[CH:68][CH:67]=1)C(O)=O)=[O:59])=[O:55].CN(C(ON1N=NC2C=CC=NC1=2)=[N+](C)C)C.F[P-](F)(F)(F)(F)F. The catalyst is ClCCl. The product is [CH2:21]([C@H:8]([NH:7][C:6]([C@@H:61]([NH:60][C:58]([C@@H:57]([NH:56][C:54]([CH:46]1[CH2:45][C:53]2[C:48](=[CH:49][CH:50]=[CH:51][CH:52]=2)[CH2:47]1)=[O:55])[CH3:74])=[O:59])[CH2:65][C:66]1[CH:67]=[CH:68][C:69]([O:72][CH3:73])=[CH:70][CH:71]=1)=[O:28])[CH:9]([C:11](=[O:20])[NH:12][CH2:13][C:14]1[CH:15]=[CH:16][CH:17]=[CH:18][CH:19]=1)[OH:10])[C:22]1[CH:23]=[CH:24][CH:25]=[CH:26][CH:27]=1. The yield is 0.990. (8) The reactants are [F:1][C:2]1[CH:3]=[N:4][C:5]([C:8]([NH:10][C:11](=[O:13])[CH3:12])=[CH2:9])=[N:6][CH:7]=1. The catalyst is CO. The product is [F:1][C:2]1[CH:7]=[N:6][C:5]([C@@H:8]([NH:10][C:11](=[O:13])[CH3:12])[CH3:9])=[N:4][CH:3]=1. The yield is 0.950. (9) The reactants are C([Li])CCC.Br[C:7]1[C:12]([CH3:13])=[CH:11][N:10]=[C:9]([CH2:14][O:15][Si:16]([C:19]([CH3:22])([CH3:21])[CH3:20])([CH3:18])[CH3:17])[CH:8]=1.[F:23][C:24]1[CH:31]=[CH:30][C:29]([F:32])=[CH:28][C:25]=1[CH:26]=[O:27]. The catalyst is CCCCCC.O.C(OCC)C. The product is [Si:16]([O:15][CH2:14][C:9]1[CH:8]=[C:7]([CH:26]([C:25]2[CH:28]=[C:29]([F:32])[CH:30]=[CH:31][C:24]=2[F:23])[OH:27])[C:12]([CH3:13])=[CH:11][N:10]=1)([C:19]([CH3:22])([CH3:21])[CH3:20])([CH3:18])[CH3:17]. The yield is 0.740.